The task is: Regression. Given two drug SMILES strings and cell line genomic features, predict the synergy score measuring deviation from expected non-interaction effect.. This data is from NCI-60 drug combinations with 297,098 pairs across 59 cell lines. Drug 1: CC1=C(N=C(N=C1N)C(CC(=O)N)NCC(C(=O)N)N)C(=O)NC(C(C2=CN=CN2)OC3C(C(C(C(O3)CO)O)O)OC4C(C(C(C(O4)CO)O)OC(=O)N)O)C(=O)NC(C)C(C(C)C(=O)NC(C(C)O)C(=O)NCCC5=NC(=CS5)C6=NC(=CS6)C(=O)NCCC[S+](C)C)O. Drug 2: CC1CCCC2(C(O2)CC(NC(=O)CC(C(C(=O)C(C1O)C)(C)C)O)C(=CC3=CSC(=N3)C)C)C. Cell line: NCI-H460. Synergy scores: CSS=86.9, Synergy_ZIP=1.05, Synergy_Bliss=-0.334, Synergy_Loewe=2.84, Synergy_HSA=5.54.